From a dataset of NCI-60 drug combinations with 297,098 pairs across 59 cell lines. Regression. Given two drug SMILES strings and cell line genomic features, predict the synergy score measuring deviation from expected non-interaction effect. (1) Drug 1: CC1=C(C=C(C=C1)NC2=NC=CC(=N2)N(C)C3=CC4=NN(C(=C4C=C3)C)C)S(=O)(=O)N.Cl. Cell line: SF-539. Drug 2: C1=CC=C(C(=C1)C(C2=CC=C(C=C2)Cl)C(Cl)Cl)Cl. Synergy scores: CSS=12.7, Synergy_ZIP=-1.25, Synergy_Bliss=-0.224, Synergy_Loewe=-1.97, Synergy_HSA=1.13. (2) Drug 1: CCC1=CC2CC(C3=C(CN(C2)C1)C4=CC=CC=C4N3)(C5=C(C=C6C(=C5)C78CCN9C7C(C=CC9)(C(C(C8N6C)(C(=O)OC)O)OC(=O)C)CC)OC)C(=O)OC.C(C(C(=O)O)O)(C(=O)O)O. Drug 2: C1=CC=C(C=C1)NC(=O)CCCCCCC(=O)NO. Cell line: NCI/ADR-RES. Synergy scores: CSS=31.1, Synergy_ZIP=-0.772, Synergy_Bliss=0.621, Synergy_Loewe=-8.94, Synergy_HSA=1.17. (3) Drug 1: C1=CN(C=N1)CC(O)(P(=O)(O)O)P(=O)(O)O. Drug 2: C1CN(CCN1C(=O)CCBr)C(=O)CCBr. Cell line: A549. Synergy scores: CSS=36.9, Synergy_ZIP=6.78, Synergy_Bliss=5.05, Synergy_Loewe=5.76, Synergy_HSA=7.17. (4) Drug 1: CC1OCC2C(O1)C(C(C(O2)OC3C4COC(=O)C4C(C5=CC6=C(C=C35)OCO6)C7=CC(=C(C(=C7)OC)O)OC)O)O. Drug 2: C1CN(P(=O)(OC1)NCCCl)CCCl. Cell line: HL-60(TB). Synergy scores: CSS=51.6, Synergy_ZIP=0.114, Synergy_Bliss=-0.881, Synergy_Loewe=-40.9, Synergy_HSA=-1.84. (5) Drug 1: CN1C2=C(C=C(C=C2)N(CCCl)CCCl)N=C1CCCC(=O)O.Cl. Drug 2: C1C(C(OC1N2C=NC3=C2NC=NCC3O)CO)O. Cell line: SN12C. Synergy scores: CSS=9.06, Synergy_ZIP=7.79, Synergy_Bliss=8.07, Synergy_Loewe=5.07, Synergy_HSA=1.70. (6) Drug 1: CC1=C(C=C(C=C1)NC2=NC=CC(=N2)N(C)C3=CC4=NN(C(=C4C=C3)C)C)S(=O)(=O)N.Cl. Drug 2: CC1=C(N=C(N=C1N)C(CC(=O)N)NCC(C(=O)N)N)C(=O)NC(C(C2=CN=CN2)OC3C(C(C(C(O3)CO)O)O)OC4C(C(C(C(O4)CO)O)OC(=O)N)O)C(=O)NC(C)C(C(C)C(=O)NC(C(C)O)C(=O)NCCC5=NC(=CS5)C6=NC(=CS6)C(=O)NCCC[S+](C)C)O. Cell line: MALME-3M. Synergy scores: CSS=7.01, Synergy_ZIP=2.74, Synergy_Bliss=-1.91, Synergy_Loewe=-0.231, Synergy_HSA=0.0157.